This data is from Peptide-MHC class II binding affinity with 134,281 pairs from IEDB. The task is: Regression. Given a peptide amino acid sequence and an MHC pseudo amino acid sequence, predict their binding affinity value. This is MHC class II binding data. The peptide sequence is PPFGDSYIIVGRGDS. The MHC is DRB1_1101 with pseudo-sequence DRB1_1101. The binding affinity (normalized) is 0.529.